Dataset: NCI-60 drug combinations with 297,098 pairs across 59 cell lines. Task: Regression. Given two drug SMILES strings and cell line genomic features, predict the synergy score measuring deviation from expected non-interaction effect. (1) Drug 1: CN(C)N=NC1=C(NC=N1)C(=O)N. Drug 2: CNC(=O)C1=NC=CC(=C1)OC2=CC=C(C=C2)NC(=O)NC3=CC(=C(C=C3)Cl)C(F)(F)F. Cell line: DU-145. Synergy scores: CSS=25.6, Synergy_ZIP=-3.35, Synergy_Bliss=1.94, Synergy_Loewe=-5.70, Synergy_HSA=0.579. (2) Drug 1: C1C(C(OC1N2C=C(C(=O)NC2=O)F)CO)O. Drug 2: COC1=NC(=NC2=C1N=CN2C3C(C(C(O3)CO)O)O)N. Cell line: OVCAR-4. Synergy scores: CSS=9.76, Synergy_ZIP=-3.20, Synergy_Bliss=2.12, Synergy_Loewe=-12.2, Synergy_HSA=0.400. (3) Drug 1: CCC1(CC2CC(C3=C(CCN(C2)C1)C4=CC=CC=C4N3)(C5=C(C=C6C(=C5)C78CCN9C7C(C=CC9)(C(C(C8N6C=O)(C(=O)OC)O)OC(=O)C)CC)OC)C(=O)OC)O.OS(=O)(=O)O. Synergy scores: CSS=5.17, Synergy_ZIP=0.320, Synergy_Bliss=1.75, Synergy_Loewe=-1.45, Synergy_HSA=-0.562. Drug 2: C1C(C(OC1N2C=NC(=NC2=O)N)CO)O. Cell line: HCT-15.